This data is from Reaction yield outcomes from USPTO patents with 853,638 reactions. The task is: Predict the reaction yield, written as a fraction of the theoretical maximum amount of product (1.0 means a 100% yield; for example, 0.34 means a 34% yield). (1) The reactants are [O:1]1[CH2:6][CH2:5][CH:4]([N:7]2[CH2:11][CH2:10][NH:9][C:8]2=[O:12])[CH2:3][CH2:2]1.N1C=CC=CC=1.[C:19](Cl)(Cl)=[O:20].[CH2:23]([C:25]1[N:30]=[C:29]([NH2:31])[CH:28]=[CH:27][C:26]=1[O:32][C:33]1[CH:38]=[CH:37][N:36]=[C:35]([C:39]2[CH:44]=[CH:43][N:42]=[C:41]([CH3:45])[CH:40]=2)[CH:34]=1)[CH3:24]. The product is [CH2:23]([C:25]1[N:30]=[C:29]([NH:31][C:19]([N:9]2[CH2:10][CH2:11][N:7]([CH:4]3[CH2:3][CH2:2][O:1][CH2:6][CH2:5]3)[C:8]2=[O:12])=[O:20])[CH:28]=[CH:27][C:26]=1[O:32][C:33]1[CH:38]=[CH:37][N:36]=[C:35]([C:39]2[CH:44]=[CH:43][N:42]=[C:41]([CH3:45])[CH:40]=2)[CH:34]=1)[CH3:24]. The yield is 0.0400. The catalyst is C(Cl)Cl. (2) The reactants are Cl[CH2:2][C:3]1[CH:4]=[C:5]([CH:17]=[CH:18][CH:19]=1)[O:6][C:7]1[CH:12]=[CH:11][C:10]([C:13]([F:16])([F:15])[F:14])=[CH:9][N:8]=1.[CH2:20]([O:22][P:23]([O:27]CC)[O:24][CH2:25][CH3:26])[CH3:21]. No catalyst specified. The product is [CH2:20]([O:22][P:23]([CH2:2][C:3]1[CH:19]=[CH:18][CH:17]=[C:5]([O:6][C:7]2[CH:12]=[CH:11][C:10]([C:13]([F:16])([F:15])[F:14])=[CH:9][N:8]=2)[CH:4]=1)(=[O:27])[O:24][CH2:25][CH3:26])[CH3:21]. The yield is 0.910. (3) The reactants are [Br:1][C:2]1[C:10]2[C:5](=[CH:6][C:7]([N+:11]([O-:13])=[O:12])=[CH:8][CH:9]=2)[NH:4][N:3]=1.C(=O)([O-])[O-].[K+].[K+].Cl[CH2:21][CH2:22][N:23]1[CH2:27][CH2:26][CH2:25][CH2:24]1. The catalyst is CN(C=O)C. The product is [Br:1][C:2]1[C:10]2[C:5](=[CH:6][C:7]([N+:11]([O-:13])=[O:12])=[CH:8][CH:9]=2)[N:4]([CH2:21][CH2:22][N:23]2[CH2:27][CH2:26][CH2:25][CH2:24]2)[N:3]=1. The yield is 0.640. (4) The reactants are [Cl:1][C:2]1[CH:7]=[C:6]([Cl:8])[CH:5]=[CH:4][C:3]=1[N:9]1[C:17]2[CH2:16][CH2:15][N:14]([N:18]3[CH2:23][CH2:22][CH2:21][CH2:20][CH2:19]3)[C:13](=[O:24])[C:12]=2[C:11]([CH3:25])=[C:10]1[C:26]1[CH:31]=[CH:30][C:29]([OH:32])=[CH:28][CH:27]=1.C(C1C(=O)C(Cl)=C(Cl)C(=O)C=1C#N)#N. The catalyst is O1CCOCC1. The product is [Cl:1][C:2]1[CH:7]=[C:6]([Cl:8])[CH:5]=[CH:4][C:3]=1[N:9]1[C:17]2[CH:16]=[CH:15][N:14]([N:18]3[CH2:23][CH2:22][CH2:21][CH2:20][CH2:19]3)[C:13](=[O:24])[C:12]=2[C:11]([CH3:25])=[C:10]1[C:26]1[CH:27]=[CH:28][C:29]([OH:32])=[CH:30][CH:31]=1. The yield is 0.490. (5) The reactants are [OH:1][C:2]1[CH:11]=[C:10]2[C:5]([C:6](OC3C=C4C(=CC=3)NC=C4C)=[N:7][CH:8]=[N:9]2)=[CH:4][C:3]=1OC.C(=O)([O-])[O-].[K+].[K+].Cl[CH2:32][CH2:33][CH2:34][N:35]1[CH2:40][CH2:39][O:38][CH2:37][CH2:36]1. The catalyst is CN(C=O)C. The product is [O:38]1[CH2:39][CH2:40][N:35]([CH2:34][CH2:33][CH2:32][O:1][C:2]2[CH:11]=[C:10]3[C:5]([CH:6]=[N:7][CH:8]=[N:9]3)=[CH:4][CH:3]=2)[CH2:36][CH2:37]1. The yield is 0.510.